Dataset: Catalyst prediction with 721,799 reactions and 888 catalyst types from USPTO. Task: Predict which catalyst facilitates the given reaction. (1) Reactant: [CH3:1][C:2](=O)[CH2:3][CH2:4][C:5](=O)[CH3:6].O.C1(C)C=CC(S(O)(=O)=O)=CC=1.[Cl:21][C:22]1[CH:23]=[C:24]([CH:26]=[C:27]([F:29])[CH:28]=1)[NH2:25].O1CCCC1. Product: [Cl:21][C:22]1[CH:23]=[C:24]([N:25]2[C:5]([CH3:6])=[CH:4][CH:3]=[C:2]2[CH3:1])[CH:26]=[C:27]([F:29])[CH:28]=1. The catalyst class is: 11. (2) Reactant: [N:1]1[CH:6]=[CH:5][C:4]([CH2:7]N)=[CH:3][CH:2]=1.[F:9][C:10]1[CH:17]=[CH:16][C:13]([CH:14]=O)=[CH:12][CH:11]=1.[BH3-][C:19]#[N:20].[Na+]. Product: [F:9][C:10]1[CH:17]=[CH:16][C:13]([CH2:14][N:20]([CH2:19][C:13]2[CH:16]=[CH:17][C:10]([F:9])=[CH:11][CH:12]=2)[CH2:7][C:4]2[CH:5]=[CH:6][N:1]=[CH:2][CH:3]=2)=[CH:12][CH:11]=1. The catalyst class is: 5.